This data is from Catalyst prediction with 721,799 reactions and 888 catalyst types from USPTO. The task is: Predict which catalyst facilitates the given reaction. The catalyst class is: 684. Product: [NH:30]1[CH2:31][CH:28]([O:27][C:24]2[CH:25]=[CH:26][C:21]([NH:20][C:18]([C:17]3[NH:16][CH:15]=[N:14][C:13]=3[C:11]([NH:10][C:2]3[NH:1][C:5]4[CH:6]=[CH:7][CH:8]=[CH:9][C:4]=4[N:3]=3)=[O:12])=[O:19])=[C:22]([CH3:39])[CH:23]=2)[CH2:29]1. Reactant: [NH:1]1[C:5]2[CH:6]=[CH:7][CH:8]=[CH:9][C:4]=2[N:3]=[C:2]1[NH:10][C:11]([C:13]1[N:14]=[CH:15][NH:16][C:17]=1[C:18]([NH:20][C:21]1[CH:26]=[CH:25][C:24]([O:27][CH:28]2[CH2:31][N:30](C(OC(C)(C)C)=O)[CH2:29]2)=[CH:23][C:22]=1[CH3:39])=[O:19])=[O:12].Cl.